Dataset: Full USPTO retrosynthesis dataset with 1.9M reactions from patents (1976-2016). Task: Predict the reactants needed to synthesize the given product. (1) Given the product [CH2:35]([O:34][C:32](=[O:33])[CH2:31][N:30]([CH3:29])[C:37]1[CH:42]=[CH:41][C:40]([C:2]2[N:11]=[C:10]([NH:12][CH2:13][CH:14]3[C:19]([F:20])([F:21])[CH2:18][CH2:17][N:16]([C:22]([O:24][C:25]([CH3:26])([CH3:28])[CH3:27])=[O:23])[CH2:15]3)[C:9]3[C:4](=[N:5][CH:6]=[CH:7][N:8]=3)[CH:3]=2)=[CH:39][CH:38]=1)[CH3:36], predict the reactants needed to synthesize it. The reactants are: Cl[C:2]1[N:11]=[C:10]([NH:12][CH2:13][CH:14]2[C:19]([F:21])([F:20])[CH2:18][CH2:17][N:16]([C:22]([O:24][C:25]([CH3:28])([CH3:27])[CH3:26])=[O:23])[CH2:15]2)[C:9]2[C:4](=[N:5][CH:6]=[CH:7][N:8]=2)[CH:3]=1.[CH3:29][N:30]([C:37]1[CH:42]=[CH:41][C:40](B2OC(C)(C)C(C)(C)O2)=[CH:39][CH:38]=1)[CH2:31][C:32]([O:34][CH2:35][CH3:36])=[O:33].C([O-])([O-])=O.[Cs+].[Cs+]. (2) Given the product [Br:1][C:2]1[C:3]([CH3:11])=[C:4]([CH:8]=[CH:9][CH:10]=1)[C:5]([O:7][CH3:12])=[O:6], predict the reactants needed to synthesize it. The reactants are: [Br:1][C:2]1[C:3]([CH3:11])=[C:4]([CH:8]=[CH:9][CH:10]=1)[C:5]([OH:7])=[O:6].[C:12](=O)([O-])[O-].[Cs+].[Cs+].IC.C(OCC)(=O)C. (3) The reactants are: [CH3:1][C:2]1[CH:7]=[CH:6][CH:5]=[C:4]([CH3:8])[C:3]=1[NH:9][C:10](=[O:42])[CH2:11][N:12]1[CH2:17][CH2:16][N:15]([CH2:18][CH:19]([OH:41])[CH2:20][O:21][C:22]2[CH:23]=[CH:24][C:25]3OC(C4C=CC=C(C(F)(F)F)C=4)=N[C:26]=3[CH:40]=2)[CH2:14][CH2:13]1.O1CC1COC1C=CC=C2C=1[CH:50]=[CH:51][N:52]=[CH:53]2. Given the product [CH3:8][C:4]1[CH:5]=[CH:6][CH:7]=[C:2]([CH3:1])[C:3]=1[NH:9][C:10](=[O:42])[CH2:11][N:12]1[CH2:13][CH2:14][N:15]([CH2:18][CH:19]([OH:41])[CH2:20][O:21][C:22]2[CH:23]=[CH:24][CH:25]=[C:26]3[C:40]=2[CH:50]=[CH:51][N:52]=[CH:53]3)[CH2:16][CH2:17]1, predict the reactants needed to synthesize it.